This data is from Forward reaction prediction with 1.9M reactions from USPTO patents (1976-2016). The task is: Predict the product of the given reaction. (1) Given the reactants [CH:1]1[CH:6]=[CH:5][C:4]([CH2:7][O:8][C:9]([NH:11][CH2:12][C:13]([OH:15])=O)=[O:10])=[CH:3][CH:2]=1.C(N1C=CN=C1)(N1C=CN=C1)=O.[C:28]([O:37][CH3:38])(=[O:36])[C:29]1[C:30](=[CH:32][CH:33]=[CH:34][CH:35]=1)[NH2:31], predict the reaction product. The product is: [CH3:38][O:37][C:28](=[O:36])[C:29]1[CH:35]=[CH:34][CH:33]=[CH:32][C:30]=1[NH:31][C:13](=[O:15])[CH2:12][NH:11][C:9]([O:8][CH2:7][C:4]1[CH:3]=[CH:2][CH:1]=[CH:6][CH:5]=1)=[O:10]. (2) Given the reactants [N:1]1[C:2]([C:10]2[CH:15]=[CH:14][C:13]([C:16]3[CH:17]=[C:18]4[C:23](=[CH:24][CH:25]=3)[CH:22]=[C:21]([OH:26])[CH:20]=[CH:19]4)=[CH:12][CH:11]=2)=[CH:3][N:4]2[CH:9]=[CH:8][CH:7]=[CH:6][C:5]=12.N1C=CC=CC=1.[F:33][C:34]([F:47])([F:46])[S:35](O[S:35]([C:34]([F:47])([F:46])[F:33])(=[O:37])=[O:36])(=[O:37])=[O:36].Cl, predict the reaction product. The product is: [F:33][C:34]([F:47])([F:46])[S:35]([O:26][C:21]1[CH:20]=[CH:19][C:18]2[C:23](=[CH:24][CH:25]=[C:16]([C:13]3[CH:12]=[CH:11][C:10]([C:2]4[N:1]=[C:5]5[CH:6]=[CH:7][CH:8]=[CH:9][N:4]5[CH:3]=4)=[CH:15][CH:14]=3)[CH:17]=2)[CH:22]=1)(=[O:37])=[O:36]. (3) Given the reactants C[O:2][C:3]1[N:4]=[CH:5][CH:6]=[C:7]2[C:11]([C:12]3[CH:17]=[CH:16][CH:15]=[CH:14][CH:13]=3)=[N:10][N:9]([C:18]3[CH:22]=[CH:21][S:20][CH:19]=3)[C:8]=12.[I-].[Na+].Cl[Si](C)(C)C, predict the reaction product. The product is: [C:12]1([C:11]2[C:7]3[CH:6]=[CH:5][NH:4][C:3](=[O:2])[C:8]=3[N:9]([C:18]3[CH:22]=[CH:21][S:20][CH:19]=3)[N:10]=2)[CH:13]=[CH:14][CH:15]=[CH:16][CH:17]=1. (4) Given the reactants [F:1][C:2]1[CH:15]=[CH:14][C:5]([C:6]([CH:8]2[CH2:13][CH2:12][NH:11][CH2:10][CH2:9]2)=[O:7])=[CH:4][CH:3]=1.[CH2:16]([C:18]1[CH:23]=[CH:22][C:21]([CH:24]2[CH2:26][O:25]2)=[CH:20][CH:19]=1)[CH3:17].[C:27](N1C=CN=C1)(N1C=CN=C1)=[O:28].[CH3:39][OH:40], predict the reaction product. The product is: [CH3:39][O:40][C:27](=[O:28])[O:25][CH:24]([C:21]1[CH:20]=[CH:19][C:18]([CH2:16][CH3:17])=[CH:23][CH:22]=1)[CH2:26][N:11]1[CH2:12][CH2:13][CH:8]([C:6](=[O:7])[C:5]2[CH:4]=[CH:3][C:2]([F:1])=[CH:15][CH:14]=2)[CH2:9][CH2:10]1. (5) Given the reactants CC(OC(/N=N/C(OC(C)C)=O)=O)C.C1(P(C2C=CC=CC=2)C2C=CC=CC=2)C=CC=CC=1.[CH3:34][O:35][C:36]([C:38]1[O:39][C:40]([CH3:45])=[C:41]([CH2:43]O)[CH:42]=1)=[O:37].[Br:46][C:47]1[CH:52]=[CH:51][C:50]([SH:53])=[CH:49][CH:48]=1, predict the reaction product. The product is: [CH3:34][O:35][C:36]([C:38]1[O:39][C:40]([CH3:45])=[C:41]([CH2:43][S:53][C:50]2[CH:51]=[CH:52][C:47]([Br:46])=[CH:48][CH:49]=2)[CH:42]=1)=[O:37]. (6) Given the reactants Cl[C:2]1[C:3]([F:12])=[N:4][CH:5]=[C:6]([C:8]([F:11])([F:10])[F:9])[CH:7]=1.[B:13]1([B:13]2[O:17][C:16]([CH3:19])([CH3:18])[C:15]([CH3:21])([CH3:20])[O:14]2)[O:17][C:16]([CH3:19])([CH3:18])[C:15]([CH3:21])([CH3:20])[O:14]1.CC([O-])=O.[K+].O1CCOCC1, predict the reaction product. The product is: [F:12][C:3]1[C:2]([B:13]2[O:17][C:16]([CH3:19])([CH3:18])[C:15]([CH3:21])([CH3:20])[O:14]2)=[CH:7][C:6]([C:8]([F:11])([F:10])[F:9])=[CH:5][N:4]=1.